Task: Predict the reaction yield, written as a fraction of the theoretical maximum amount of product (1.0 means a 100% yield; for example, 0.34 means a 34% yield).. Dataset: Reaction yield outcomes from USPTO patents with 853,638 reactions (1) The reactants are [F:1][C:2]1[CH:10]=[C:9]2[C:5]([C:6]([C:20]3[CH:21]=[N:22][N:23]([C@@H:25]4[CH2:28][C@H:27]([C:29](O)=[O:30])[CH2:26]4)[CH:24]=3)=[CH:7][N:8]2[S:11]([C:14]2[CH:19]=[CH:18][CH:17]=[CH:16][CH:15]=2)(=[O:13])=[O:12])=[CH:4][CH:3]=1.[CH3:32][NH2:33]. No catalyst specified. The product is [F:1][C:2]1[CH:10]=[C:9]2[C:5]([C:6]([C:20]3[CH:21]=[N:22][N:23]([C@@H:25]4[CH2:26][C@H:27]([C:29]([NH:33][CH3:32])=[O:30])[CH2:28]4)[CH:24]=3)=[CH:7][N:8]2[S:11]([C:14]2[CH:19]=[CH:18][CH:17]=[CH:16][CH:15]=2)(=[O:13])=[O:12])=[CH:4][CH:3]=1. The yield is 0.960. (2) The product is [NH2:1][C:2]1[C:11]2[C:6](=[C:7]([C:24]3[CH:25]=[C:26]([CH3:27])[C:21]([O:20][CH3:19])=[C:22]([CH3:31])[CH:23]=3)[CH:8]=[CH:9][CH:10]=2)[N:5]=[N:4][C:3]=1[C:13]([NH:15][CH2:16][CH2:17][CH3:18])=[O:14]. No catalyst specified. The yield is 0.820. The reactants are [NH2:1][C:2]1[C:11]2[C:6](=[C:7](Br)[CH:8]=[CH:9][CH:10]=2)[N:5]=[N:4][C:3]=1[C:13]([NH:15][CH2:16][CH2:17][CH3:18])=[O:14].[CH3:19][O:20][C:21]1[C:26]([CH3:27])=[CH:25][C:24](B(O)O)=[CH:23][C:22]=1[CH3:31]. (3) The reactants are [CH:1]([C:4]1[CH:9]=[CH:8][C:7]([OH:10])=[CH:6][CH:5]=1)([CH3:3])[CH3:2].F[C:12]1[CH:17]=[CH:16][CH:15]=[CH:14][C:13]=1[N+:18]([O-:20])=[O:19].[CH:21]([C:24]1[CH:37]=[CH:36][C:27]([O:28][C:29]2[CH:35]=[CH:34][CH:33]=[CH:32][C:30]=2[NH2:31])=[CH:26][CH:25]=1)([CH3:23])[CH3:22].[NH2:38][C:39]1[S:40][CH:41]=[CH:42][N:43]=1. No catalyst specified. The product is [CH:1]([C:4]1[CH:9]=[CH:8][C:7]([O:10][C:12]2[CH:17]=[CH:16][CH:15]=[CH:14][C:13]=2[N+:18]([O-:20])=[O:19])=[CH:6][CH:5]=1)([CH3:3])[CH3:2].[CH:21]([C:24]1[CH:37]=[CH:36][C:27]([O:28][C:29]2[CH:35]=[CH:34][CH:33]=[CH:32][C:30]=2[NH:31][C:7]([NH:38][C:39]2[S:40][CH:41]=[CH:42][N:43]=2)=[O:10])=[CH:26][CH:25]=1)([CH3:23])[CH3:22]. The yield is 0.750.